Dataset: Forward reaction prediction with 1.9M reactions from USPTO patents (1976-2016). Task: Predict the product of the given reaction. Given the reactants Br[C:2]1[CH:3]=[C:4]([CH:8]2[CH2:17][C:16]([CH3:19])([CH3:18])[C:15]3[C:10](=[CH:11][CH:12]=[C:13]([C:20]#[N:21])[CH:14]=3)[N:9]2[CH3:22])[CH:5]=[CH:6][CH:7]=1.[NH2:23][C:24]1([C:27]([OH:29])=[O:28])[CH2:26][CH2:25]1.C(=O)([O-])[O-].[K+].[K+], predict the reaction product. The product is: [C:20]([C:13]1[CH:14]=[C:15]2[C:10](=[CH:11][CH:12]=1)[N:9]([CH3:22])[CH:8]([C:4]1[CH:3]=[C:2]([NH:23][C:24]3([C:27]([OH:29])=[O:28])[CH2:26][CH2:25]3)[CH:7]=[CH:6][CH:5]=1)[CH2:17][C:16]2([CH3:19])[CH3:18])#[N:21].